This data is from Retrosynthesis with 50K atom-mapped reactions and 10 reaction types from USPTO. The task is: Predict the reactants needed to synthesize the given product. (1) Given the product Cc1c(Cl)cc(C(F)(F)F)c2nc(CCc3nc(N4CCCC4)n[nH]3)nn12, predict the reactants needed to synthesize it. The reactants are: COc1ccc(Cn2nc(N3CCCC3)nc2CCc2nc3c(C(F)(F)F)cc(Cl)c(C)n3n2)cc1. (2) Given the product Nc1c2c(cc(F)c1N1C(=O)C3=C(CCCC3)C1=O)OCC(=O)N2, predict the reactants needed to synthesize it. The reactants are: O=C1COc2cc(F)c(N3C(=O)C4=C(CCCC4)C3=O)c([N+](=O)[O-])c2N1.